This data is from Reaction yield outcomes from USPTO patents with 853,638 reactions. The task is: Predict the reaction yield, written as a fraction of the theoretical maximum amount of product (1.0 means a 100% yield; for example, 0.34 means a 34% yield). (1) The reactants are Cl.[CH3:2][C:3]1[C:7]([CH2:8][N:9]2[CH:13]=[C:12]([NH2:14])[CH:11]=[N:10]2)=[C:6]([CH3:15])[O:5][N:4]=1.[CH3:16][O:17][C:18]1[CH:19]=[C:20]([CH:24]=[CH:25][CH:26]=1)[C:21](O)=[O:22].C(Cl)CCl.C(N(CC)CC)C. The catalyst is C(Cl)Cl. The product is [CH3:2][C:3]1[C:7]([CH2:8][N:9]2[CH:13]=[C:12]([NH:14][C:21](=[O:22])[C:20]3[CH:24]=[CH:25][CH:26]=[C:18]([O:17][CH3:16])[CH:19]=3)[CH:11]=[N:10]2)=[C:6]([CH3:15])[O:5][N:4]=1. The yield is 0.430. (2) The reactants are [CH3:1][C:2]([O:5][CH2:6][C:7]1[C:11]([CH2:12]O)=[C:10]([CH:14]([CH3:16])[CH3:15])[O:9][N:8]=1)([CH3:4])[CH3:3].S(Cl)([Cl:19])=O. The catalyst is ClCCl. The product is [Cl:19][CH2:12][C:11]1[C:7]([CH2:6][O:5][C:2]([CH3:4])([CH3:3])[CH3:1])=[N:8][O:9][C:10]=1[CH:14]([CH3:16])[CH3:15]. The yield is 0.990.